From a dataset of Reaction yield outcomes from USPTO patents with 853,638 reactions. Predict the reaction yield, written as a fraction of the theoretical maximum amount of product (1.0 means a 100% yield; for example, 0.34 means a 34% yield). (1) The reactants are [Cl:1][C:2]1[CH:10]=[C:6]([C:7]([OH:9])=O)[C:5]([OH:11])=[CH:4][CH:3]=1.[NH2:12][C:13]1[S:14][CH:15]=[C:16]([C:18]2[CH:23]=[CH:22][C:21]([Cl:24])=[C:20]([Cl:25])[CH:19]=2)[N:17]=1. No catalyst specified. The product is [Cl:1][C:2]1[CH:3]=[CH:4][C:5]([OH:11])=[C:6]([CH:10]=1)[C:7]([NH:12][C:13]1[S:14][CH:15]=[C:16]([C:18]2[CH:23]=[CH:22][C:21]([Cl:24])=[C:20]([Cl:25])[CH:19]=2)[N:17]=1)=[O:9]. The yield is 0.151. (2) The yield is 0.630. The product is [Cl:1][C:2]1[CH:7]=[CH:6][C:5]([C@H:8]2[N:15]3[C:11]([S:12][C:13]([C:19]([N:33]4[CH2:34][CH2:35][NH:30][C:31](=[O:36])[CH2:32]4)=[O:20])=[C:14]3[CH:16]([CH3:18])[CH3:17])=[N:10][C@:9]2([C:23]2[CH:24]=[CH:25][C:26]([Cl:29])=[CH:27][CH:28]=2)[CH3:22])=[CH:4][CH:3]=1. The reactants are [Cl:1][C:2]1[CH:7]=[CH:6][C:5]([C@H:8]2[N:15]3[C:11]([S:12][C:13]([C:19](O)=[O:20])=[C:14]3[CH:16]([CH3:18])[CH3:17])=[N:10][C@:9]2([C:23]2[CH:28]=[CH:27][C:26]([Cl:29])=[CH:25][CH:24]=2)[CH3:22])=[CH:4][CH:3]=1.[NH:30]1[CH2:35][CH2:34][NH:33][CH2:32][C:31]1=[O:36].Cl.CN(C)CCCN=C=NCC.ON1C2C=CC=CC=2N=N1. The catalyst is CN(C)C=O.C(OCC)(=O)C. (3) No catalyst specified. The reactants are [CH2:1]([C:3]1[C:8](=[O:9])[NH:7][C:6]([CH3:10])=[C:5]([C:11]2[O:15][C:14]([C:16]([OH:18])=O)=[CH:13][CH:12]=2)[CH:4]=1)[CH3:2].[F:19][C:20]([F:30])([F:29])[C:21]1[CH:28]=[CH:27][C:24]([CH2:25][NH2:26])=[CH:23][CH:22]=1. The product is [F:19][C:20]([F:29])([F:30])[C:21]1[CH:28]=[CH:27][C:24]([CH2:25][NH:26][C:16]([C:14]2[O:15][C:11]([C:5]3[CH:4]=[C:3]([CH2:1][CH3:2])[C:8](=[O:9])[NH:7][C:6]=3[CH3:10])=[CH:12][CH:13]=2)=[O:18])=[CH:23][CH:22]=1. The yield is 0.600. (4) The reactants are [Cl:1][C:2]1[CH:3]=[C:4]2[C:9](=[CH:10][CH:11]=1)[NH:8][C:7](=[O:12])[C:6]([CH:13]=O)=[CH:5]2.[NH2:15][C:16]1[CH:23]=[CH:22][C:19]([C:20]#[N:21])=[CH:18][N:17]=1.CC(N(C)C)=O.C(O[BH-](OC(=O)C)OC(=O)C)(=O)C.[Na+]. The catalyst is ClCCCl. The product is [Cl:1][C:2]1[CH:3]=[C:4]2[C:9](=[CH:10][CH:11]=1)[NH:8][C:7](=[O:12])[C:6]([CH2:13][NH:15][C:16]1[CH:23]=[CH:22][C:19]([C:20]#[N:21])=[CH:18][N:17]=1)=[CH:5]2. The yield is 0.130. (5) The reactants are [F:1][C:2]([F:22])([F:21])[O:3][C:4]1[CH:9]=[CH:8][C:7]([N:10]2[CH2:14][CH2:13][C:12]3([CH2:19][CH2:18][NH:17][CH2:16][CH2:15]3)[C:11]2=[O:20])=[CH:6][CH:5]=1.CCN(CC)CC.O=C(Cl)[O:32][C:33](Cl)(Cl)Cl.[CH2:38]([NH2:41])[CH2:39][CH3:40]. The catalyst is C(Cl)Cl. The product is [CH2:38]([NH:41][C:33]([N:17]1[CH2:16][CH2:15][C:12]2([C:11](=[O:20])[N:10]([C:7]3[CH:8]=[CH:9][C:4]([O:3][C:2]([F:1])([F:21])[F:22])=[CH:5][CH:6]=3)[CH2:14][CH2:13]2)[CH2:19][CH2:18]1)=[O:32])[CH2:39][CH3:40]. The yield is 0.0500. (6) The reactants are [H-].[Na+].[NH2:3][C:4]1[C:8]([C:9]([O:11]CC)=[O:10])=[CH:7][N:6]([CH2:14][C:15]2[CH:16]=[N:17][C:18](F)=[CH:19][CH:20]=2)[N:5]=1.[OH-].[Na+].[CH3:24][CH2:25][OH:26]. No catalyst specified. The product is [NH2:3][C:4]1[C:8]([C:9]([OH:11])=[O:10])=[CH:7][N:6]([CH2:14][C:15]2[CH:16]=[N:17][C:18]([O:26][CH2:25][CH3:24])=[CH:19][CH:20]=2)[N:5]=1. The yield is 0.452.